Dataset: Peptide-MHC class I binding affinity with 185,985 pairs from IEDB/IMGT. Task: Regression. Given a peptide amino acid sequence and an MHC pseudo amino acid sequence, predict their binding affinity value. This is MHC class I binding data. (1) The peptide sequence is GQFDSMLAK. The MHC is HLA-B46:01 with pseudo-sequence HLA-B46:01. The binding affinity (normalized) is 0.0847. (2) The peptide sequence is GTFEFTSFF. The MHC is HLA-A68:23 with pseudo-sequence HLA-A68:23. The binding affinity (normalized) is 0.834. (3) The binding affinity (normalized) is 0.252. The peptide sequence is AIDMSHFIK. The MHC is HLA-A31:01 with pseudo-sequence HLA-A31:01.